From a dataset of Catalyst prediction with 721,799 reactions and 888 catalyst types from USPTO. Predict which catalyst facilitates the given reaction. (1) Reactant: Cl[C:2]1[C:11]2[C:6](=[CH:7][CH:8]=[CH:9][CH:10]=2)[C:5]2=[N:12][N:13]=[C:14]([C:15]([F:18])([F:17])[F:16])[N:4]2[N:3]=1.C(OC(=O)[N:25]([CH2:34][C:35]1[CH:36]=[N:37][CH:38]=[C:39]([CH2:41][OH:42])[CH:40]=1)[CH2:26][CH2:27][C:28]1[CH:33]=[CH:32][CH:31]=[CH:30][CH:29]=1)(C)(C)C.CN(C=O)C.C[Si]([N-][Si](C)(C)C)(C)C.[Li+]. Product: [CH2:26]([NH:25][CH2:34][C:35]1[CH:36]=[N:37][CH:38]=[C:39]([CH2:41][O:42][C:2]2[C:11]3[C:6](=[CH:7][CH:8]=[CH:9][CH:10]=3)[C:5]3=[N:12][N:13]=[C:14]([C:15]([F:18])([F:17])[F:16])[N:4]3[N:3]=2)[CH:40]=1)[CH2:27][C:28]1[CH:33]=[CH:32][CH:31]=[CH:30][CH:29]=1. The catalyst class is: 1. (2) Reactant: [NH:1]1[CH2:4][CH:3]([N:5]2[CH2:10][CH2:9][N:8]([C:11]([C:13]3[S:14][CH:15]=[CH:16][N:17]=3)=[O:12])[CH2:7][CH2:6]2)[CH2:2]1.[CH3:18][N:19]1[C:27]2[C:22](=[CH:23][C:24]([C:28](O)=[O:29])=[CH:25][CH:26]=2)[C:21]([C:31]2[CH:36]=[CH:35][CH:34]=[CH:33][CH:32]=2)=[N:20]1.CCN(CC)CC.CN(C(ON1N=NC2C=CC=NC1=2)=[N+](C)C)C.F[P-](F)(F)(F)(F)F. Product: [CH3:18][N:19]1[C:27]2[C:22](=[CH:23][C:24]([C:28]([N:1]3[CH2:2][CH:3]([N:5]4[CH2:6][CH2:7][N:8]([C:11]([C:13]5[S:14][CH:15]=[CH:16][N:17]=5)=[O:12])[CH2:9][CH2:10]4)[CH2:4]3)=[O:29])=[CH:25][CH:26]=2)[C:21]([C:31]2[CH:36]=[CH:35][CH:34]=[CH:33][CH:32]=2)=[N:20]1. The catalyst class is: 34. (3) Reactant: Cl.[CH2:2]([NH2:4])[CH3:3].[C:5]([N:10]1[CH2:15][CH2:14][C:13](=O)[CH:12]([CH3:17])[CH2:11]1)([O:7][CH2:8][CH3:9])=[O:6].[OH-].[K+].C([BH3-])#N.[Na+]. Product: [C:5]([N:10]1[CH2:15][CH2:14][CH:13]([NH:4][CH2:2][CH3:3])[CH:12]([CH3:17])[CH2:11]1)([O:7][CH2:8][CH3:9])=[O:6]. The catalyst class is: 5. (4) Reactant: C(OC([N:8]1[C@H:12]([CH:13]=[CH:14][C:15]2[CH:20]=[CH:19][CH:18]=[CH:17][C:16]=2[C:21]([O:23][CH2:24][CH3:25])=[O:22])[CH2:11][O:10]C1(C)C)=O)(C)(C)C.Cl. Product: [CH2:24]([O:23][C:21](=[O:22])[C:16]1[CH:17]=[CH:18][CH:19]=[CH:20][C:15]=1[CH:14]=[CH:13][C@@H:12]([NH2:8])[CH2:11][OH:10])[CH3:25]. The catalyst class is: 5. (5) Reactant: [CH:1]1([CH2:6][CH:7]([C:11]2[CH:16]=[CH:15][C:14]([S:17]([CH3:20])(=[O:19])=[O:18])=[CH:13][CH:12]=2)[C:8]([OH:10])=O)[CH2:5][CH2:4][CH2:3][CH2:2]1.F[P-](F)(F)(F)(F)F.N1(O[P+](N(C)C)(N(C)C)N(C)C)C2C=CC=CC=2N=N1.C(N(CC)CC)C.[CH2:55]([O:57][C:58]([C:60]1[S:64][C:63]([NH2:65])=[N:62][CH:61]=1)=[O:59])[CH3:56]. Product: [CH2:55]([O:57][C:58]([C:60]1[S:64][C:63]([NH:65][C:8](=[O:10])[CH:7]([C:11]2[CH:16]=[CH:15][C:14]([S:17]([CH3:20])(=[O:19])=[O:18])=[CH:13][CH:12]=2)[CH2:6][CH:1]2[CH2:2][CH2:3][CH2:4][CH2:5]2)=[N:62][CH:61]=1)=[O:59])[CH3:56]. The catalyst class is: 2. (6) Reactant: [N-:1]=[N+:2]=[N-:3].[Na+].[C:5]([NH:8][C:9]1[CH:14]=[CH:13][C:12]([S:15](Cl)(=[O:17])=[O:16])=[CH:11][CH:10]=1)(=[O:7])[CH3:6]. Product: [C:5]([NH:8][C:9]1[CH:10]=[CH:11][C:12]([S:15]([N:1]=[N+:2]=[N-:3])(=[O:17])=[O:16])=[CH:13][CH:14]=1)(=[O:7])[CH3:6]. The catalyst class is: 95. (7) Reactant: [CH2:1]([N:8]1[C:12]([CH3:14])([CH3:13])[CH2:11][CH:10]([CH2:15][OH:16])[CH2:9]1)[C:2]1[CH:7]=[CH:6][CH:5]=[CH:4][CH:3]=1.C(N(CC)CC)C.[C:24]1([CH3:34])[CH:29]=[CH:28][C:27]([S:30](Cl)(=[O:32])=[O:31])=[CH:26][CH:25]=1.C(OCC)(=O)C.CCCCCC. Product: [CH3:34][C:24]1[CH:29]=[CH:28][C:27]([S:30]([O:16][CH2:15][CH:10]2[CH2:11][C:12]([CH3:13])([CH3:14])[N:8]([CH2:1][C:2]3[CH:7]=[CH:6][CH:5]=[CH:4][CH:3]=3)[CH2:9]2)(=[O:32])=[O:31])=[CH:26][CH:25]=1. The catalyst class is: 4.